Dataset: Forward reaction prediction with 1.9M reactions from USPTO patents (1976-2016). Task: Predict the product of the given reaction. Given the reactants [C:1]([C:4]1[C:5]([O:24][C:25]2[CH:30]=[CH:29][C:28]([O:31][C:32]3[CH:37]=[CH:36][CH:35]=[CH:34][CH:33]=3)=[CH:27][CH:26]=2)=[N:6][C:7]([NH:10][CH:11]2[CH2:16][CH2:15][CH2:14][N:13](C(OC(C)(C)C)=O)[CH2:12]2)=[N:8][CH:9]=1)(=[O:3])[NH2:2], predict the reaction product. The product is: [O:31]([C:28]1[CH:29]=[CH:30][C:25]([O:24][C:5]2[C:4]([C:1]([NH2:2])=[O:3])=[CH:9][N:8]=[C:7]([NH:10][CH:11]3[CH2:16][CH2:15][CH2:14][NH:13][CH2:12]3)[N:6]=2)=[CH:26][CH:27]=1)[C:32]1[CH:37]=[CH:36][CH:35]=[CH:34][CH:33]=1.